Predict which catalyst facilitates the given reaction. From a dataset of Catalyst prediction with 721,799 reactions and 888 catalyst types from USPTO. (1) Reactant: C([Si](C1C=CC=CC=1)(C1C=CC=CC=1)[O:6][CH2:7][C@H:8]1[O:15][CH:14]2[C@:10]([CH3:18])([O:11][C:12]([CH3:17])([CH3:16])[O:13]2)[CH2:9]1)(C)(C)C.CCCC[N+](CCCC)(CCCC)CCCC.[F-]. Product: [CH3:16][C:12]1([CH3:17])[O:11][C@:10]2([CH3:18])[CH2:9][C@@H:8]([CH2:7][OH:6])[O:15][CH:14]2[O:13]1. The catalyst class is: 56. (2) Reactant: Cl.Cl.[CH3:3][O:4][C:5]1[CH:6]=[C:7]([CH:16]=[CH:17][C:18]=1[O:19][CH3:20])[CH2:8][CH2:9][N:10]1[CH2:15][CH2:14][NH:13][CH2:12][CH2:11]1.CC1C=CC(S(O[CH2:32][CH2:33][O:34][C:35]2[CH:40]=[CH:39][C:38]([Cl:41])=[CH:37][CH:36]=2)(=O)=O)=CC=1.[Na+].[I-].C([O-])([O-])=O.[K+].[K+]. Product: [CH3:3][O:4][C:5]1[CH:6]=[C:7]([CH:16]=[CH:17][C:18]=1[O:19][CH3:20])[CH2:8][CH2:9][N:10]1[CH2:15][CH2:14][N:13]([CH2:32][CH2:33][O:34][C:35]2[CH:40]=[CH:39][C:38]([Cl:41])=[CH:37][CH:36]=2)[CH2:12][CH2:11]1. The catalyst class is: 21. (3) Reactant: CON(C)[C:4]([C:6]1[CH:7]=[C:8]2[C:12](=[CH:13][CH:14]=1)[N:11]([S:15]([C:18]1[CH:23]=[CH:22][CH:21]=[CH:20][CH:19]=1)(=[O:17])=[O:16])[C:10]([C:24]1[C:29]([F:30])=[CH:28][CH:27]=[CH:26][C:25]=1[F:31])=[CH:9]2)=[O:5].[CH3:33][CH2:34][Mg+].[Br-]. Product: [C:18]1([S:15]([N:11]2[C:12]3[C:8](=[CH:7][C:6]([C:4](=[O:5])[CH2:33][CH3:34])=[CH:14][CH:13]=3)[CH:9]=[C:10]2[C:24]2[C:29]([F:30])=[CH:28][CH:27]=[CH:26][C:25]=2[F:31])(=[O:17])=[O:16])[CH:19]=[CH:20][CH:21]=[CH:22][CH:23]=1. The catalyst class is: 1. (4) Reactant: [N:1]1[C:10]2[C:5](=[CH:6][CH:7]=[CH:8][CH:9]=2)[CH:4]=[CH:3][C:2]=1[NH2:11].C(N(CC)CC)C.Cl[C:20](=[O:26])[C:21]([O:23][CH2:24][CH3:25])=[O:22]. Product: [O:26]=[C:20]([NH:11][C:2]1[CH:3]=[CH:4][C:5]2[C:10](=[CH:9][CH:8]=[CH:7][CH:6]=2)[N:1]=1)[C:21]([O:23][CH2:24][CH3:25])=[O:22]. The catalyst class is: 4.